From a dataset of Full USPTO retrosynthesis dataset with 1.9M reactions from patents (1976-2016). Predict the reactants needed to synthesize the given product. (1) Given the product [NH:21]1[C:29]2[C:24](=[CH:25][C:26]([O:10][C:11]3[C:20]4[C:15](=[CH:16][CH:17]=[CH:18][CH:19]=4)[N:14]=[CH:13][N:12]=3)=[CH:27][CH:28]=2)[CH:23]=[CH:22]1, predict the reactants needed to synthesize it. The reactants are: N1C2C(=NC=CC=2)N([O:10][C:11]2[C:20]3[C:15](=[CH:16][CH:17]=[CH:18][CH:19]=3)[N:14]=[CH:13][N:12]=2)N=1.[NH:21]1[C:29]2[C:24](=[CH:25][C:26](B(O)O)=[CH:27][CH:28]=2)[CH:23]=[CH:22]1.C([O-])([O-])=O.[Cs+].[Cs+]. (2) Given the product [Br:21][C:22]1[CH:27]=[N:26][C:25]2[C:28]3[C:29]([S:34]([CH3:37])(=[O:36])=[O:35])=[CH:30][CH:31]=[CH:32][C:33]=3[NH:38][C:24]=2[CH:23]=1, predict the reactants needed to synthesize it. The reactants are: BrC1C=NC2C3C=CC(CC(OCC)=O)=CC=3NC=2C=1.[Br:21][C:22]1[CH:23]=[C:24]([N+:38]([O-])=O)[C:25]([C:28]2[CH:33]=[CH:32][CH:31]=[CH:30][C:29]=2[S:34]([CH3:37])(=[O:36])=[O:35])=[N:26][CH:27]=1.CCN(CCOC1C=CC(CC2C=CC=CC=2)=CC=1)CC.Cl. (3) Given the product [Br:1][C:2]1[C:10]2[S:9][C:8]([C:11]([NH2:18])=[O:12])=[CH:7][C:6]=2[C:5]([F:14])=[CH:4][CH:3]=1, predict the reactants needed to synthesize it. The reactants are: [Br:1][C:2]1[C:10]2[S:9][C:8]([C:11](O)=[O:12])=[CH:7][C:6]=2[C:5]([F:14])=[CH:4][CH:3]=1.C(C1NC=CN=1)(C1[NH:18]C=CN=1)=O.C(N(CC)CC)C.ClCCl. (4) Given the product [NH2:19][CH2:18][C:17]1[C:16]([CH3:30])=[C:15]([C:11]2[NH:12][C:13](=[O:14])[N:9]([C:6]3[CH:7]=[CH:8][C:3]([C:2]([F:31])([F:32])[F:1])=[CH:4][CH:5]=3)[N:10]=2)[C:28]([CH3:29])=[CH:27][CH:26]=1, predict the reactants needed to synthesize it. The reactants are: [F:1][C:2]([F:32])([F:31])[C:3]1[CH:8]=[CH:7][C:6]([N:9]2[C:13](=[O:14])[NH:12][C:11]([C:15]3[C:16]([CH3:30])=[C:17]([CH:26]=[CH:27][C:28]=3[CH3:29])[CH2:18][NH:19]C(=O)C(F)(F)F)=[N:10]2)=[CH:5][CH:4]=1.[OH-].[K+]. (5) Given the product [O:19]1[CH2:23][CH2:22][CH:21]([CH2:24][NH:25][C:16]([C:13]2[CH:12]=[C:11]([CH2:10][C:8]3[CH:7]=[CH:6][C:5]4[O:1][CH2:2][O:3][C:4]=4[CH:9]=3)[O:15][N:14]=2)=[O:18])[CH2:20]1, predict the reactants needed to synthesize it. The reactants are: [O:1]1[C:5]2[CH:6]=[CH:7][C:8]([CH2:10][C:11]3[O:15][N:14]=[C:13]([C:16]([OH:18])=O)[CH:12]=3)=[CH:9][C:4]=2[O:3][CH2:2]1.[O:19]1[CH2:23][CH2:22][CH:21]([CH2:24][NH2:25])[CH2:20]1.ON1C2C=CC=CC=2N=N1.Cl.C(N=C=NCCCN(C)C)C.